Task: Predict which catalyst facilitates the given reaction.. Dataset: Catalyst prediction with 721,799 reactions and 888 catalyst types from USPTO (1) Reactant: [N:1]1[CH:6]=[CH:5][CH:4]=[CH:3][C:2]=1[CH2:7][NH2:8].[CH3:9][C:10]1[C:11](=[O:19])[NH:12][C:13](SC)=[N:14][C:15]=1[CH3:16].O.C(OCC)C. Product: [CH3:9][C:10]1[C:11](=[O:19])[NH:12][C:13]([NH:8][CH2:7][C:2]2[CH:3]=[CH:4][CH:5]=[CH:6][N:1]=2)=[N:14][C:15]=1[CH3:16]. The catalyst class is: 16. (2) Reactant: [CH:1]([C:3]([C:5]1[CH:10]=[CH:9][C:8]([OH:11])=[CH:7][CH:6]=1)=[O:4])=[CH2:2].[CH2:12]([C:17]1[CH:25]=[CH:24][C:20]([C:21](O)=[O:22])=[CH:19][CH:18]=1)[CH2:13][CH2:14][CH2:15][CH3:16].C1CCC(N=C=NC2CCCCC2)CC1. Product: [CH:1]([C:3]([C:5]1[CH:6]=[CH:7][C:8]([O:11][C:21](=[O:22])[C:20]2[CH:24]=[CH:25][C:17]([CH2:12][CH2:13][CH2:14][CH2:15][CH3:16])=[CH:18][CH:19]=2)=[CH:9][CH:10]=1)=[O:4])=[CH2:2]. The catalyst class is: 79.